This data is from Full USPTO retrosynthesis dataset with 1.9M reactions from patents (1976-2016). The task is: Predict the reactants needed to synthesize the given product. Given the product [I:23][C:20]1[CH:21]=[CH:22][C:17]([C@H:13]([OH:12])[CH:14]([CH3:15])[CH3:16])=[C:18]([N+:24]([O-:26])=[O:25])[CH:19]=1, predict the reactants needed to synthesize it. The reactants are: [C@]12(C)C(C)(C)C(CC1)CC2C([O:12][C@@H:13]([C:17]1[CH:22]=[CH:21][C:20]([I:23])=[CH:19][C:18]=1[N+:24]([O-:26])=[O:25])[CH:14]([CH3:16])[CH3:15])=O.C([O-])([O-])=O.[K+].[K+].